From a dataset of Experimental lipophilicity measurements (octanol/water distribution) for 4,200 compounds from AstraZeneca. Regression/Classification. Given a drug SMILES string, predict its absorption, distribution, metabolism, or excretion properties. Task type varies by dataset: regression for continuous measurements (e.g., permeability, clearance, half-life) or binary classification for categorical outcomes (e.g., BBB penetration, CYP inhibition). For this dataset (lipophilicity_astrazeneca), we predict Y. (1) The molecule is OC[C@H]1C[C@@H](n2nnc3c(N[C@@H]4C[C@H]4c4ccc(F)c(F)c4)nc(SCCC(F)(F)F)nc32)[C@H](O)[C@@H]1O. The Y is 3.99 logD. (2) The compound is N#Cc1cccc(-c2cc(Cl)ccc2OCC(=O)O)c1. The Y is -0.250 logD. (3) The molecule is Nc1[nH]ncc1S(=O)(=O)c1ccccc1. The Y is 1.10 logD. (4) The compound is O=C(Nc1ccc(N2CCOCC2)cc1)c1nnc(Nc2ccccc2)o1. The Y is 3.15 logD. (5) The drug is CC[C@H](NC(=O)c1c([S+](C)[O-])c(-c2ccsc2)nc2ccccc12)c1ccccc1. The Y is 2.66 logD. (6) The compound is COc1ccc2ccc(=O)n(CCN3CCC(NCc4cc5c(cn4)OCCO5)CC3)c2c1. The Y is 1.31 logD. (7) The drug is Cc1c(Sc2ccc(Cl)cc2)c2c(NS(C)(=O)=O)cccc2n1CC(=O)O. The Y is 0.210 logD. (8) The drug is NC(=O)c1cc(C(N)=O)n(-c2cccc(-c3cc(C(F)(F)F)ccc3C(F)(F)F)c2)n1. The Y is 3.40 logD.